Dataset: Reaction yield outcomes from USPTO patents with 853,638 reactions. Task: Predict the reaction yield, written as a fraction of the theoretical maximum amount of product (1.0 means a 100% yield; for example, 0.34 means a 34% yield). The reactants are O=C[C@@H]([C@H]([C@@H]([C@@H](CO)O)O)O)O.C1C=[N+]([C@@H]2O[C@H](COP(OP(OC[C@H]3O[C@@H](N4C5N=CN=C(N)C=5N=C4)[C@H](OP(O)(O)=O)[C@@H]3O)(O)=O)(O)=O)[C@@H](O)[C@H]2O)C=C(C(N)=O)C=1.[C:61]([O:69][CH2:70][C@@H:71]([OH:83])[CH2:72][C:73](=[O:82])[CH2:74][C:75]([O:77][C:78]([CH3:81])([CH3:80])[CH3:79])=[O:76])(=O)[C:62]1[CH:67]=[CH:66][CH:65]=[CH:64][CH:63]=1.[OH-].[Na+]. The catalyst is C1(C)C=CC=CC=1. The product is [CH2:61]([O:69][CH2:70][C@H:71]([OH:83])[CH2:72][C@@H:73]([OH:82])[CH2:74][C:75]([O:77][C:78]([CH3:79])([CH3:80])[CH3:81])=[O:76])[C:62]1[CH:63]=[CH:64][CH:65]=[CH:66][CH:67]=1. The yield is 0.923.